Dataset: Catalyst prediction with 721,799 reactions and 888 catalyst types from USPTO. Task: Predict which catalyst facilitates the given reaction. Reactant: Br[C:2]1[CH:7]=[CH:6][C:5]([C:8]2[N:9]([CH2:14][C@@H:15]3[CH2:19][CH2:18][N:17]([C:20]([CH:22]4[CH2:24][CH2:23]4)=[O:21])[CH2:16]3)[C:10](=[O:13])[NH:11][N:12]=2)=[CH:4][CH:3]=1.F[C:26]1[C:35](B(O)O)=[CH:34][C:33]2[C:28](=[CH:29][CH:30]=[CH:31][CH:32]=2)[N:27]=1.C([O-])([O-])=[O:40].[Cs+].[Cs+].COC1C=CC=C(OC)C=1C1C=CC=CC=1P(C1CCCCC1)C1CCCCC1. Product: [CH:22]1([C:20]([N:17]2[CH2:18][CH2:19][C@@H:15]([CH2:14][N:9]3[C:8]([C:5]4[CH:6]=[CH:7][C:2]([C:35]5[C:26]([OH:40])=[N:27][C:28]6[C:33]([CH:34]=5)=[CH:32][CH:31]=[CH:30][CH:29]=6)=[CH:3][CH:4]=4)=[N:12][NH:11][C:10]3=[O:13])[CH2:16]2)=[O:21])[CH2:24][CH2:23]1. The catalyst class is: 167.